Dataset: Full USPTO retrosynthesis dataset with 1.9M reactions from patents (1976-2016). Task: Predict the reactants needed to synthesize the given product. (1) Given the product [NH2:9][C:8]1[C:7]2[C:10]([Cl:16])=[C:11]([O:14][CH3:15])[CH:12]=[CH:13][C:6]=2[O:5][C:4]=1[C:1](=[O:3])[CH:2]=[CH:25][C:23]1[N:24]=[C:20]([CH:17]([CH3:19])[CH3:18])[S:21][CH:22]=1, predict the reactants needed to synthesize it. The reactants are: [C:1]([C:4]1[O:5][C:6]2[CH:13]=[CH:12][C:11]([O:14][CH3:15])=[C:10]([Cl:16])[C:7]=2[C:8]=1[NH2:9])(=[O:3])[CH3:2].[CH:17]([C:20]1[S:21][CH:22]=[C:23]([CH:25]=O)[N:24]=1)([CH3:19])[CH3:18].[OH-].[Na+].O. (2) Given the product [Cl:1][C:2]1[CH:3]=[C:4]([NH:9][C:10]2[C:11]3[C:18](=[CH:21][C:23]4[NH:27][C:26]([CH2:28][CH2:29][C:30]([OH:32])=[O:31])=[CH:25][C:24]=4[CH3:33])[C:17](=[O:19])[N:16]([CH3:20])[C:12]=3[N:13]=[CH:14][N:15]=2)[CH:5]=[CH:6][C:7]=1[F:8], predict the reactants needed to synthesize it. The reactants are: [Cl:1][C:2]1[CH:3]=[C:4]([NH:9][C:10]2[C:11]3[CH2:18][C:17](=[O:19])[N:16]([CH3:20])[C:12]=3[N:13]=[CH:14][N:15]=2)[CH:5]=[CH:6][C:7]=1[F:8].[CH:21]([C:23]1[NH:27][C:26]([CH2:28][CH2:29][C:30]([OH:32])=[O:31])=[CH:25][C:24]=1[CH3:33])=O. (3) Given the product [CH2:24]([C:21]1[CH:22]=[CH:23][C:18]([O:17][C@H:15]([CH3:16])[CH2:14][CH2:13][O:12][C:9]2[CH:10]=[CH:11][C:6]([CH2:5][CH2:4][C:3]([OH:36])=[O:2])=[C:7]([CH3:35])[CH:8]=2)=[C:19]([C:26]([CH3:27])([C:28]2[CH:29]=[CH:30][CH:31]=[CH:32][CH:33]=2)[CH3:34])[CH:20]=1)[CH3:25], predict the reactants needed to synthesize it. The reactants are: C[O:2][C:3](=[O:36])[CH2:4][CH2:5][C:6]1[CH:11]=[CH:10][C:9]([O:12][CH2:13][CH2:14][C@H:15]([O:17][C:18]2[CH:23]=[CH:22][C:21]([CH2:24][CH3:25])=[CH:20][C:19]=2[C:26]([CH3:34])([C:28]2[CH:33]=[CH:32][CH:31]=[CH:30][CH:29]=2)[CH3:27])[CH3:16])=[CH:8][C:7]=1[CH3:35].[OH-].[Na+].Cl. (4) Given the product [Cl:1][C:2]1[N:3]=[C:4]([N:13]2[CH2:18][CH2:17][O:16][CH2:15][CH2:14]2)[C:5]2[S:10][C:9]([CH2:11][N:19]3[CH2:22][CH:21]([N:23]4[CH2:28][CH2:27][O:26][CH2:25][CH2:24]4)[CH2:20]3)=[CH:8][C:6]=2[N:7]=1, predict the reactants needed to synthesize it. The reactants are: [Cl:1][C:2]1[N:3]=[C:4]([N:13]2[CH2:18][CH2:17][O:16][CH2:15][CH2:14]2)[C:5]2[S:10][C:9]([CH:11]=O)=[CH:8][C:6]=2[N:7]=1.[NH:19]1[CH2:22][CH:21]([N:23]2[CH2:28][CH2:27][O:26][CH2:25][CH2:24]2)[CH2:20]1.C(OC)(OC)OC.C(O)(=O)C.C(O[BH-](OC(=O)C)OC(=O)C)(=O)C.[Na+].